From a dataset of Catalyst prediction with 721,799 reactions and 888 catalyst types from USPTO. Predict which catalyst facilitates the given reaction. (1) Reactant: FC(F)(F)S([O-])(=O)=O.[N:9]([CH2:12][CH2:13][CH2:14][N+:15]1[CH:20]=[CH:19][CH:18]=[C:17]([C:21]([C:23]2[N:24]=[CH:25][N:26]3[CH:30]=[C:29]([C:31]4[C@H:32]([CH3:55])[C@@H:33]5[C@@H:50]([C@H:51]([OH:53])[CH3:52])[C:49](=[O:54])[N:34]5[C:35]=4[C:36]([O:38]CC4C=CC([N+]([O-])=O)=CC=4)=[O:37])[S:28][C:27]=23)=[O:22])[CH:16]=1)=[N+]=[N-]. Product: [NH2:9][CH2:12][CH2:13][CH2:14][N+:15]1[CH:20]=[CH:19][CH:18]=[C:17]([C:21]([C:23]2[N:24]=[CH:25][N:26]3[CH:30]=[C:29]([C:31]4[C@H:32]([CH3:55])[C@@H:33]5[C@@H:50]([C@H:51]([OH:53])[CH3:52])[C:49](=[O:54])[N:34]5[C:35]=4[C:36]([O-:38])=[O:37])[S:28][C:27]=23)=[O:22])[CH:16]=1. The catalyst class is: 5. (2) Reactant: [N:1]1[C:10]2[C:5](=[CH:6][C:7]([CH2:11][N:12]3C(=O)C4C(=CC=CC=4)C3=O)=[CH:8][CH:9]=2)[CH:4]=[CH:3][CH:2]=1.O.NN. Product: [N:1]1[C:10]2[C:5](=[CH:6][C:7]([CH2:11][NH2:12])=[CH:8][CH:9]=2)[CH:4]=[CH:3][CH:2]=1. The catalyst class is: 5. (3) Reactant: [Cl:1][C:2]1[C:3]([C:9](=[N:24][O:25][CH2:26][CH2:27][CH3:28])[CH2:10][NH:11][C:12](=[O:23])[C:13]2[CH:18]=[CH:17][CH:16]=[CH:15][C:14]=2[C:19]([F:22])([F:21])[F:20])=[N:4][CH:5]=[C:6]([Cl:8])[CH:7]=1.C(C1C=CC=CC=1)(=O)C1C=CC=CC=1. Product: [Cl:1][C:2]1[C:3](/[C:9](=[N:24]\[O:25][CH2:26][CH2:27][CH3:28])/[CH2:10][NH:11][C:12](=[O:23])[C:13]2[CH:18]=[CH:17][CH:16]=[CH:15][C:14]=2[C:19]([F:21])([F:20])[F:22])=[N:4][CH:5]=[C:6]([Cl:8])[CH:7]=1. The catalyst class is: 10. (4) Reactant: [Cl:1][C:2]1[CH:3]=[CH:4][C:5]([OH:8])=[N:6][CH:7]=1.[I-].C[N+]1C=CN([C:16](=[O:25])[N:17]([CH3:24])[C:18]2[CH:23]=[CH:22][CH:21]=[CH:20][CH:19]=2)C=1.C(N(CC)CC)C. Product: [Cl:1][C:2]1[CH:3]=[CH:4][C:5]([O:8][C:16](=[O:25])[N:17]([CH3:24])[C:18]2[CH:23]=[CH:22][CH:21]=[CH:20][CH:19]=2)=[N:6][CH:7]=1. The catalyst class is: 10. (5) Reactant: [CH2:1]([N:8]1[C:16]2[CH:11]([C:12]([CH3:18])([CH3:17])[CH2:13][CH2:14][CH:15]=2)[CH2:10][C:9]1=[O:19])[C:2]1[CH:7]=[CH:6][CH:5]=[CH:4][CH:3]=1. Product: [CH2:1]([N:8]1[C@H:16]2[C@H:11]([C:12]([CH3:17])([CH3:18])[CH2:13][CH2:14][CH2:15]2)[CH2:10][C:9]1=[O:19])[C:2]1[CH:3]=[CH:4][CH:5]=[CH:6][CH:7]=1. The catalyst class is: 19. (6) Product: [F:40][C:36]1[CH:35]=[C:34]([C:31]2[CH:32]=[CH:33][C:28]([C:27]([NH:26][C@H:23]3[CH2:22][CH2:21][C@H:20]([NH:19][C:1](=[O:5])[CH2:2][OH:3])[CH2:25][CH2:24]3)=[O:41])=[CH:29][N:30]=2)[CH:39]=[CH:38][CH:37]=1. Reactant: [C:1]([OH:5])(=O)[CH2:2][OH:3].C(N1C=CN=C1)(N1C=CN=C1)=O.Cl.[NH2:19][C@H:20]1[CH2:25][CH2:24][C@H:23]([NH:26][C:27](=[O:41])[C:28]2[CH:33]=[CH:32][C:31]([C:34]3[CH:39]=[CH:38][CH:37]=[C:36]([F:40])[CH:35]=3)=[N:30][CH:29]=2)[CH2:22][CH2:21]1.C(NC(C)C)(C)C. The catalyst class is: 9. (7) Product: [F:19][C:16]1[CH:17]=[C:18]2[C:13]([C:12]([C:20]3[CH:21]=[CH:22][C:23]4[N:27]=[C:26]([CH2:28][N:29]5[CH2:34][CH2:33][N:32]([S:37]([CH3:36])(=[O:39])=[O:38])[CH2:31][CH2:30]5)[NH:25][C:24]=4[CH:35]=3)=[CH:11][N:10]2[S:7]([C:1]2[CH:6]=[CH:5][CH:4]=[CH:3][CH:2]=2)(=[O:9])=[O:8])=[CH:14][CH:15]=1. Reactant: [C:1]1([S:7]([N:10]2[C:18]3[C:13](=[CH:14][CH:15]=[C:16]([F:19])[CH:17]=3)[C:12]([C:20]3[CH:21]=[CH:22][C:23]4[N:27]=[C:26]([CH2:28][N:29]5[CH2:34][CH2:33][NH:32][CH2:31][CH2:30]5)[NH:25][C:24]=4[CH:35]=3)=[CH:11]2)(=[O:9])=[O:8])[CH:6]=[CH:5][CH:4]=[CH:3][CH:2]=1.[CH3:36][S:37](Cl)(=[O:39])=[O:38]. The catalyst class is: 91.